Dataset: Full USPTO retrosynthesis dataset with 1.9M reactions from patents (1976-2016). Task: Predict the reactants needed to synthesize the given product. (1) Given the product [F:38][C:39]([F:44])([F:43])[C:40]([O-:42])=[O:41].[F:38][C:39]([F:44])([F:43])[C:40]([O-:42])=[O:41].[NH2:9][C@@H:10]([CH2:31][C:32]1[CH:33]=[CH:34][CH:35]=[CH:36][CH:37]=1)[C:11]([O:13][C@@H:14]1[CH:19]2[CH2:20][CH2:21][N+:16]([CH2:22][CH2:23][O:24][C:25]3[CH:26]=[CH:27][CH:28]=[CH:29][CH:30]=3)([CH2:17][CH2:18]2)[CH2:15]1)=[O:12].[NH2:9][C@@H:10]([CH2:31][C:32]1[CH:33]=[CH:34][CH:35]=[CH:36][CH:37]=1)[C:11]([O:13][C@@H:14]1[CH:19]2[CH2:20][CH2:21][N+:16]([CH2:22][CH2:23][O:24][C:25]3[CH:26]=[CH:27][CH:28]=[CH:29][CH:30]=3)([CH2:17][CH2:18]2)[CH2:15]1)=[O:12], predict the reactants needed to synthesize it. The reactants are: [Br-].C(OC([NH:9][C@@H:10]([CH2:31][C:32]1[CH:37]=[CH:36][CH:35]=[CH:34][CH:33]=1)[C:11]([O:13][C@@H:14]1[CH:19]2[CH2:20][CH2:21][N+:16]([CH2:22][CH2:23][O:24][C:25]3[CH:30]=[CH:29][CH:28]=[CH:27][CH:26]=3)([CH2:17][CH2:18]2)[CH2:15]1)=[O:12])=O)(C)(C)C.[F:38][C:39]([F:44])([F:43])[C:40]([OH:42])=[O:41]. (2) Given the product [CH3:45][CH:44]([CH3:46])[C@H:35]([NH:34][C:32](=[O:33])[O:31][CH2:30][CH:28]1[C:27]2[CH:26]=[CH:25][CH:24]=[CH:23][C:22]=2[C:21]2[C:29]1=[CH:17][CH:18]=[CH:19][CH:20]=2)[C:36](=[O:37])[NH:38][C@@H:39]([CH3:43])[C:40](=[O:41])[NH:1][C:2]1[CH:7]=[CH:6][C:5]([B:8]2[O:16][C:13]([CH3:15])([CH3:14])[C:10]([CH3:11])([CH3:12])[O:9]2)=[CH:4][CH:3]=1, predict the reactants needed to synthesize it. The reactants are: [NH2:1][C:2]1[CH:7]=[CH:6][C:5]([B:8]2[O:16][C:13]([CH3:15])([CH3:14])[C:10]([CH3:12])([CH3:11])[O:9]2)=[CH:4][CH:3]=1.[CH:17]1[C:29]2[CH:28]([CH2:30][O:31][C:32]([NH:34][C@H:35]([CH:44]([CH3:46])[CH3:45])[C:36]([NH:38][CH:39]([CH3:43])[C:40](O)=[O:41])=[O:37])=[O:33])[C:27]3[C:22](=[CH:23][CH:24]=[CH:25][CH:26]=3)[C:21]=2[CH:20]=[CH:19][CH:18]=1.C1CCC(N=C=NC2CCCCC2)CC1. (3) Given the product [Cl:23][C:20]1[CH:19]=[CH:18][C:17]([C:15]2[N:16]=[C:12]([NH:11][C:5](=[O:6])[C:4]3[CH:8]=[CH:9][CH:10]=[C:2]([F:1])[CH:3]=3)[S:13][CH:14]=2)=[CH:22][CH:21]=1, predict the reactants needed to synthesize it. The reactants are: [F:1][C:2]1[CH:3]=[C:4]([CH:8]=[CH:9][CH:10]=1)[C:5](Cl)=[O:6].[NH2:11][C:12]1[S:13][CH:14]=[C:15]([C:17]2[CH:22]=[CH:21][C:20]([Cl:23])=[CH:19][CH:18]=2)[N:16]=1.N1C=CC=CC=1. (4) Given the product [F:1][C:2]1[CH:7]=[CH:6][C:5]([O:8][CH3:9])=[C:4]([NH:10][C:11]([NH:24][C:25]2[C:33]3[N:32]=[CH:31][N:30]([CH3:34])[C:29]=3[CH:28]=[CH:27][CH:26]=2)=[S:12])[CH:3]=1, predict the reactants needed to synthesize it. The reactants are: [F:1][C:2]1[CH:7]=[CH:6][C:5]([O:8][CH3:9])=[C:4]([N:10]=[C:11]=[S:12])[CH:3]=1.COC1C=CC=CC=1NC([NH:24][C:25]1[C:33]2[N:32]=[CH:31][N:30]([CH3:34])[C:29]=2[CH:28]=[CH:27][CH:26]=1)=S. (5) Given the product [Cl:14][C:3]1[C:4]2=[N:5][CH:6]=[C:7]([C:10]([O:12][CH3:13])=[O:11])[CH:8]=[C:9]2[NH:1][CH:2]=1, predict the reactants needed to synthesize it. The reactants are: [NH:1]1[C:9]2[C:4](=[N:5][CH:6]=[C:7]([C:10]([O:12][CH3:13])=[O:11])[CH:8]=2)[CH:3]=[CH:2]1.[Cl:14]N1C(=O)CCC1=O. (6) Given the product [CH3:15][C:16]1[N:17]=[CH:18][N:19]([CH2:2][CH2:3][S:4]([C:7]2[CH:14]=[CH:13][C:10]([C:11]#[N:12])=[CH:9][CH:8]=2)(=[O:6])=[O:5])[CH:20]=1, predict the reactants needed to synthesize it. The reactants are: Br[CH2:2][CH2:3][S:4]([C:7]1[CH:14]=[CH:13][C:10]([C:11]#[N:12])=[CH:9][CH:8]=1)(=[O:6])=[O:5].[CH3:15][C:16]1[N:17]=[CH:18][NH:19][CH:20]=1.